This data is from Forward reaction prediction with 1.9M reactions from USPTO patents (1976-2016). The task is: Predict the product of the given reaction. Given the reactants [F:1][C:2]([F:12])([F:11])[O:3][C:4]1[CH:10]=[CH:9][C:7]([NH2:8])=[CH:6][CH:5]=1.[N+:13]([O-])([OH:15])=[O:14].[OH-].[NH4+], predict the reaction product. The product is: [N+:13]([C:5]1[CH:6]=[C:7]([CH:9]=[CH:10][C:4]=1[O:3][C:2]([F:11])([F:12])[F:1])[NH2:8])([O-:15])=[O:14].